This data is from Reaction yield outcomes from USPTO patents with 853,638 reactions. The task is: Predict the reaction yield, written as a fraction of the theoretical maximum amount of product (1.0 means a 100% yield; for example, 0.34 means a 34% yield). (1) The product is [CH3:1][C:2]1[C:6]([CH3:7])=[C:5]([NH:8][C:9]([N:36]2[CH2:37][CH2:38][N:33]([C:29]3[N:28]=[C:27]([C:22]4[CH:23]=[C:24]([F:26])[CH:25]=[C:20]([F:19])[CH:21]=4)[CH:32]=[CH:31][N:30]=3)[CH2:34][CH2:35]2)=[O:16])[O:4][N:3]=1. The reactants are [CH3:1][C:2]1[C:6]([CH3:7])=[C:5]([NH:8][C:9](=[O:16])OCC(Cl)(Cl)Cl)[O:4][N:3]=1.Cl.Cl.[F:19][C:20]1[CH:21]=[C:22]([C:27]2[CH:32]=[CH:31][N:30]=[C:29]([N:33]3[CH2:38][CH2:37][NH:36][CH2:35][CH2:34]3)[N:28]=2)[CH:23]=[C:24]([F:26])[CH:25]=1. The yield is 0.790. The catalyst is O1CCCC1.CCCCCC. (2) The reactants are [H-].[Na+].[O:3]=[C:4]1[CH2:8][CH2:7][CH2:6][NH:5]1.Br[C:10]1[O:11][C:12]([C:19]([O:21][CH2:22][CH3:23])=[O:20])=[C:13]([C:15]([F:18])([F:17])[F:16])[N:14]=1. The catalyst is CN(C=O)C. The product is [O:3]=[C:4]1[CH2:8][CH2:7][CH2:6][N:5]1[C:10]1[O:11][C:12]([C:19]([O:21][CH2:22][CH3:23])=[O:20])=[C:13]([C:15]([F:17])([F:16])[F:18])[N:14]=1. The yield is 0.340. (3) The reactants are [Cl:1][C:2]1[CH:7]=[CH:6][CH:5]=[C:4]([Cl:8])[C:3]=1[C:9]1[C:14]2[O:15][C@@H:16](COS(C3C=CC(C)=CC=3)(=O)=O)[CH2:17][O:18][C:13]=2[CH:12]=[C:11]([F:31])[CH:10]=1.[C:32]([O-:43])(=O)[C:33]1[C:34](=[CH:38][CH:39]=[CH:40][CH:41]=1)[C:35]([O-])=[O:36].[K+].[K+].O.[CH3:47][N:48](C=O)C. The catalyst is N[C@H](C(O)=O)CC1C=C2C(C=CC=C2)=CC=1. The product is [Cl:1][C:2]1[CH:7]=[CH:6][CH:5]=[C:4]([Cl:8])[C:3]=1[C:9]1[C:14]2[O:15][C@@H:16]([CH2:47][N:48]3[C:35](=[O:36])[C:34]4[C:33](=[CH:41][CH:40]=[CH:39][CH:38]=4)[C:32]3=[O:43])[CH2:17][O:18][C:13]=2[CH:12]=[C:11]([F:31])[CH:10]=1. The yield is 0.890. (4) The reactants are [NH2:1][C:2]1[CH:18]=[CH:17][C:5]2[N:6]([C:9]3[CH:14]=[CH:13][CH:12]=[CH:11][C:10]=3[O:15]C)[CH:7]=[N:8][C:4]=2[CH:3]=1.B(Br)(Br)Br. The catalyst is ClCCl. The product is [NH2:1][C:2]1[CH:18]=[CH:17][C:5]2[N:6]([C:9]3[CH:14]=[CH:13][CH:12]=[CH:11][C:10]=3[OH:15])[CH:7]=[N:8][C:4]=2[CH:3]=1. The yield is 0.780. (5) The catalyst is C(OCC)(=O)C. The yield is 0.950. The reactants are [NH2:1][C:2]1([C:8]([OH:10])=[O:9])[CH2:7][CH2:6][CH2:5][CH2:4][CH2:3]1.[OH-].[Na+].[O:13]1[CH:17]=[CH:16][CH:15]=[C:14]1[C:18](Cl)=[O:19]. The product is [O:13]1[CH:17]=[CH:16][CH:15]=[C:14]1[C:18]([NH:1][C:2]1([C:8]([OH:10])=[O:9])[CH2:7][CH2:6][CH2:5][CH2:4][CH2:3]1)=[O:19]. (6) The reactants are [NH:1]1[CH:5]=[CH:4][CH:3]=[CH:2]1.I[C:7]1[CH:8]=[C:9]([CH3:14])[CH:10]=[C:11]([CH3:13])[CH:12]=1.[CH3:15][CH2:16][CH2:17][CH2:18][CH2:19][CH3:20].C(O[CH2:25][CH3:26])(=O)C. No catalyst specified. The product is [CH3:13][C:11]1[CH:12]=[C:7]([C:26]2[C:25]3[NH:1][C:2]4[C:19](=[CH:20][CH:5]=[CH:4][CH:3]=4)[C:18]=3[CH:17]=[CH:16][CH:15]=2)[CH:8]=[C:9]([CH3:14])[CH:10]=1. The yield is 0.990.